Dataset: Antibody developability classification from SAbDab with 2,409 antibodies. Task: Regression/Classification. Given an antibody's heavy chain and light chain sequences, predict its developability. TAP uses regression for 5 developability metrics; SAbDab uses binary classification. (1) The antibody is ['QVQLQESGGGLVQPGGSMKLSCVASGFTFSNYWMNWVRQSPEKGLEWVAEIRLKSNNYATHYAESVKGRFTISRDDSKSSVYLQMNNLRAEDTGIYYCTGVGQFAYWGQGTTVTVSA', 'PROT_4F140F4E']. Result: 0 (not developable). (2) The antibody is ['EVRLSQSGGQMKKPGESMRLSCRASGYEFLNCPINWIRLAPGRRPEWMGWLKPRWGAVNYARKFQGRVTMTRDVYSDTAFLELRSLTSDDTAVYFCTRGKYCTARDYYNWDFEHWGRGAPVTVSS', 'EIVLTQSPATLSLSPGETAIISCRTSQYGSLAWYQQRPGQAPRLVIYSGSTRAAGIPDRFSGSRWGADYNLSISNLESGDFGVYYCQQYEFFGQGTKVQVD']. Result: 0 (not developable). (3) The antibody is ['QVKLQQSGPGLVKPSQSLSLTCTVTGYSITSDYAWNWIRQFPGNKLEWMAYISYSGSTTYNPSLKSRISITRDTSKNQFFLQLNSVTTEDTAIYYCARGGTGFDYWGAGTTLTVSA', 'DIVLTQSPKSMSMSVGEKVTLSCKASENVDTYVSWYQQRPEQPPALLIYGASNRYTGVPDRFTGSGSATDFTLTISSVQAEDLADYHCGQSYSYPLTFGGGTKLELK']. Result: 0 (not developable). (4) The antibody is ['EVQLQQSGPELVKPGASVKISCKDSGYAFSSSWMNWVKQRPGQGPEWIGRIYPGDGDTNYNGKFKGKATLTADKSSSTAYMQLSSLTSVDSAVYFCARSGLLRYAMDYWGQGTSVTVSS', 'DIVLIQSTSSLSASLGDRVTISCRASQDIRNYLNWYQQKPDGTVKLLIYYTSRLLPGVPSRFSGSGSGTDYSLTISNLEQEDIGTYFCQQGNTLPWTFGGGTKLEIR']. Result: 0 (not developable).